From a dataset of Reaction yield outcomes from USPTO patents with 853,638 reactions. Predict the reaction yield, written as a fraction of the theoretical maximum amount of product (1.0 means a 100% yield; for example, 0.34 means a 34% yield). The reactants are Cl.[F:2][C:3]1[C:4]([C:28]2[CH:33]=[CH:32][C:31]([O:34][CH2:35][C@H:36]3[CH2:41][CH2:40][C@H:39]([O:42]C4CCCCO4)[CH2:38][CH2:37]3)=[CH:30][CH:29]=2)=[CH:5][C:6](=[O:27])[N:7]([CH2:9][CH2:10][C@@:11]([CH3:26])([S:22]([CH3:25])(=[O:24])=[O:23])[C:12]([NH:14][O:15]C2CCCCO2)=[O:13])[CH:8]=1. The catalyst is O1CCOCC1.C(Cl)Cl.O. The product is [F:2][C:3]1[C:4]([C:28]2[CH:33]=[CH:32][C:31]([O:34][CH2:35][C@H:36]3[CH2:41][CH2:40][C@H:39]([OH:42])[CH2:38][CH2:37]3)=[CH:30][CH:29]=2)=[CH:5][C:6](=[O:27])[N:7]([CH2:9][CH2:10][C@@:11]([CH3:26])([S:22]([CH3:25])(=[O:23])=[O:24])[C:12]([NH:14][OH:15])=[O:13])[CH:8]=1. The yield is 0.330.